From a dataset of TCR-epitope binding with 47,182 pairs between 192 epitopes and 23,139 TCRs. Binary Classification. Given a T-cell receptor sequence (or CDR3 region) and an epitope sequence, predict whether binding occurs between them. (1) The epitope is IIKDYGKQM. The TCR CDR3 sequence is CASSLDPRMNTEAFF. Result: 1 (the TCR binds to the epitope). (2) The epitope is GTSGSPIVNR. The TCR CDR3 sequence is CASSLLSGSSNEQFF. Result: 1 (the TCR binds to the epitope). (3) The epitope is TLDSKTQSL. The TCR CDR3 sequence is CASSQGAGRNEQFF. Result: 0 (the TCR does not bind to the epitope). (4) The epitope is RLDKVEAEV. The TCR CDR3 sequence is CASSQGFDRTHTEAFF. Result: 0 (the TCR does not bind to the epitope). (5) The epitope is FVDGVPFVV. The TCR CDR3 sequence is CASSLAGDEQYF. Result: 1 (the TCR binds to the epitope). (6) The epitope is YLQPRTFLL. The TCR CDR3 sequence is CSARDAVAANTGELFF. Result: 1 (the TCR binds to the epitope). (7) The epitope is HPKVSSEVHI. The TCR CDR3 sequence is CAWSEPNRVLREKLFF. Result: 0 (the TCR does not bind to the epitope). (8) The epitope is EEHVQIHTI. The TCR CDR3 sequence is CASSVTGDEQFF. Result: 1 (the TCR binds to the epitope). (9) Result: 0 (the TCR does not bind to the epitope). The epitope is WICLLQFAY. The TCR CDR3 sequence is CASSSRLDGFSSYNEQFF. (10) The epitope is KLGGALQAK. The TCR CDR3 sequence is CASGLGTVASTDTQYF. Result: 1 (the TCR binds to the epitope).